This data is from Forward reaction prediction with 1.9M reactions from USPTO patents (1976-2016). The task is: Predict the product of the given reaction. (1) Given the reactants [CH3:1][O:2][C:3]([C:5]1[S:6][C:7]([C:13]([OH:15])=O)=[CH:8][C:9]=1[CH:10]([CH3:12])[CH3:11])=[O:4].C(N(CC)CC)C.CN(C(ON1N=NC2C=CC=CC1=2)=[N+](C)C)C.F[P-](F)(F)(F)(F)F.C1C=CC2N(O)N=NC=2C=1.[NH2:57][CH2:58][C:59]1[CH:60]=[C:61]([OH:65])[CH:62]=[CH:63][CH:64]=1, predict the reaction product. The product is: [CH3:1][O:2][C:3]([C:5]1[S:6][C:7]([C:13](=[O:15])[NH:57][CH2:58][C:59]2[CH:64]=[CH:63][CH:62]=[C:61]([OH:65])[CH:60]=2)=[CH:8][C:9]=1[CH:10]([CH3:11])[CH3:12])=[O:4]. (2) Given the reactants [F:1][C:2]1[CH:3]=[C:4]([CH:23]=[C:24]([F:26])[CH:25]=1)[CH2:5][C@H:6]([NH:15][C:16](=[O:22])OC(C)(C)C)[C@@H:7]([OH:14])[C@H:8]([OH:13])[CH2:9][CH2:10][CH2:11][CH3:12].FC(F)(F)C(O)=O.[Br:34][C:35]1[CH:36]=[C:37]([CH:41]=[C:42]([C:44]([N:46]([CH2:50][CH2:51][CH3:52])[CH2:47][CH2:48][CH3:49])=[O:45])[CH:43]=1)C(O)=O.ON1C2C=CC=CC=2N=N1.C1CN([P+](ON2N=NC3C=CC=CC2=3)(N2CCCC2)N2CCCC2)CC1.F[P-](F)(F)(F)(F)F.CCN(C(C)C)C(C)C, predict the reaction product. The product is: [Br:34][C:35]1[CH:43]=[C:42]([C:44]([N:46]([CH2:50][CH2:51][CH3:52])[CH2:47][CH2:48][CH3:49])=[O:45])[CH:41]=[C:37]([CH:36]=1)[C:16]([NH:15][C@@H:6]([CH2:5][C:4]1[CH:23]=[C:24]([F:26])[CH:25]=[C:2]([F:1])[CH:3]=1)[C@@H:7]([OH:14])[C@H:8]([OH:13])[CH2:9][CH2:10][CH2:11][CH3:12])=[O:22].